Dataset: Catalyst prediction with 721,799 reactions and 888 catalyst types from USPTO. Task: Predict which catalyst facilitates the given reaction. (1) Reactant: [CH3:1][O:2][C:3]([C:5]1([NH:18][C:19](=[O:28])[C:20]2[CH:25]=[CH:24][CH:23]=[C:22]([CH3:26])[C:21]=2[OH:27])[CH2:16][C:15]2[C:17]3[C:11]([CH:12]=[CH:13][CH:14]=2)=[CH:10][CH:9]=[CH:8][C:7]=3[CH2:6]1)=[O:4].[C:29]([O-])([O-])=O.[Cs+].[Cs+].Br[CH2:36][CH:37]=[CH2:38]. Product: [CH2:1]([O:2][C:3]([C:5]1([NH:18][C:19](=[O:28])[C:20]2[CH:25]=[CH:24][CH:23]=[C:22]([CH3:26])[C:21]=2[O:27][CH2:36][CH:37]=[CH2:38])[CH2:6][C:7]2[C:17]3[C:11]([CH:10]=[CH:9][CH:8]=2)=[CH:12][CH:13]=[CH:14][C:15]=3[CH2:16]1)=[O:4])[CH3:29]. The catalyst class is: 3. (2) Reactant: C[O:2][C:3](=[O:36])[CH2:4][CH:5]([C:22]1[CH:27]=[CH:26][C:25]([O:28][CH:29]([F:31])[F:30])=[C:24]([O:32][CH:33]([F:35])[F:34])[CH:23]=1)[N:6]1[CH2:14][C:13]2[C:8](=[C:9]([NH:15][C:16]([CH:18]3[CH2:20][CH2:19]3)=[O:17])[CH:10]=[CH:11][CH:12]=2)[C:7]1=[O:21].[OH-].[Na+].Cl. Product: [F:35][CH:33]([F:34])[O:32][C:24]1[CH:23]=[C:22]([CH:5]([N:6]2[CH2:14][C:13]3[C:8](=[C:9]([NH:15][C:16]([CH:18]4[CH2:20][CH2:19]4)=[O:17])[CH:10]=[CH:11][CH:12]=3)[C:7]2=[O:21])[CH2:4][C:3]([OH:36])=[O:2])[CH:27]=[CH:26][C:25]=1[O:28][CH:29]([F:31])[F:30]. The catalyst class is: 30. (3) Reactant: [F:1][C:2]([F:6])([F:5])[CH2:3][OH:4].C(N(CC)CC)C.[C:14]1([CH3:24])[CH:19]=[CH:18][C:17]([S:20](Cl)(=[O:22])=[O:21])=[CH:16][CH:15]=1. Product: [F:1][C:2]([F:6])([F:5])[CH2:3][O:4][S:20]([C:17]1[CH:18]=[CH:19][C:14]([CH3:24])=[CH:15][CH:16]=1)(=[O:22])=[O:21]. The catalyst class is: 4. (4) Reactant: [OH:1][CH2:2][CH2:3][N:4]1[C:9](=[O:10])[N:8]([CH2:11][CH2:12][OH:13])[C:7](=[O:14])[N:6]([CH2:15][CH2:16][OH:17])[C:5]1=[O:18].[SH:19][CH:20]([CH3:25])[CH2:21][C:22](O)=O.O.C1(C)[CH:32]=[CH:31][C:30]([S:33](O)(=O)=O)=[CH:29]C=1.C(=O)([O-])O.[Na+]. Product: [SH:19][CH:20]([CH3:25])[CH2:21][CH2:22][O:17][CH2:16][CH2:15][N:6]1[C:5](=[O:18])[N:4]([CH2:3][CH2:2][O:1][CH2:22][CH2:21][CH:20]([SH:19])[CH3:25])[C:9](=[O:10])[N:8]([CH2:11][CH2:12][O:13][CH2:32][CH2:31][CH:30]([SH:33])[CH3:29])[C:7]1=[O:14]. The catalyst class is: 11.